Dataset: Catalyst prediction with 721,799 reactions and 888 catalyst types from USPTO. Task: Predict which catalyst facilitates the given reaction. Reactant: [NH:1]1[CH:5]=[CH:4][CH:3]=[C:2]1[C:6]([O:8][CH3:9])=[O:7].C([O-])([O-])=O.[K+].[K+].[Cl:16][C:17]1[CH:22]=[CH:21][C:20]([CH2:23]Cl)=[CH:19][CH:18]=1.O. Product: [Cl:16][C:17]1[CH:22]=[CH:21][C:20]([CH2:23][N:1]2[CH:5]=[CH:4][CH:3]=[C:2]2[C:6]([O:8][CH3:9])=[O:7])=[CH:19][CH:18]=1. The catalyst class is: 3.